From a dataset of Reaction yield outcomes from USPTO patents with 853,638 reactions. Predict the reaction yield, written as a fraction of the theoretical maximum amount of product (1.0 means a 100% yield; for example, 0.34 means a 34% yield). (1) The reactants are [OH-].[Na+].[CH2:3]([N:10]1[CH2:15][CH2:14][CH2:13][CH:12]([C:16]([O:18]CC)=[O:17])[CH2:11]1)[C:4]1[CH:9]=[CH:8][CH:7]=[CH:6][CH:5]=1.Cl. The catalyst is O1CCCC1.O1CCOCC1. The product is [CH2:3]([N:10]1[CH2:15][CH2:14][CH2:13][CH:12]([C:16]([OH:18])=[O:17])[CH2:11]1)[C:4]1[CH:5]=[CH:6][CH:7]=[CH:8][CH:9]=1. The yield is 1.00. (2) The reactants are Br[C:2]1[C:3]([N:24]2[CH2:29][CH2:28][CH2:27][C@@H:26]([NH:30][C:31]([O:33][C:34]([CH3:37])([CH3:36])[CH3:35])=[O:32])[CH2:25]2)=[C:4]2[C:10]([NH:11][C:12]([CH:14]3[CH2:16][CH2:15]3)=[O:13])=[CH:9][N:8]([C:17]([O:19][C:20]([CH3:23])([CH3:22])[CH3:21])=[O:18])[C:5]2=[N:6][CH:7]=1.[C:38](=O)([O-])[O-].[K+].[K+].CB1OB(C)OB(C)O1.CC#N.O. The catalyst is O1CCOCC1.C1C=CC([P]([Pd]([P](C2C=CC=CC=2)(C2C=CC=CC=2)C2C=CC=CC=2)([P](C2C=CC=CC=2)(C2C=CC=CC=2)C2C=CC=CC=2)[P](C2C=CC=CC=2)(C2C=CC=CC=2)C2C=CC=CC=2)(C2C=CC=CC=2)C2C=CC=CC=2)=CC=1. The product is [C:34]([O:33][C:31]([NH:30][C@@H:26]1[CH2:27][CH2:28][CH2:29][N:24]([C:3]2[C:2]([CH3:38])=[CH:7][N:6]=[C:5]3[N:8]([C:17]([O:19][C:20]([CH3:22])([CH3:21])[CH3:23])=[O:18])[CH:9]=[C:10]([NH:11][C:12]([CH:14]4[CH2:16][CH2:15]4)=[O:13])[C:4]=23)[CH2:25]1)=[O:32])([CH3:36])([CH3:37])[CH3:35]. The yield is 0.550. (3) The reactants are Cl[C:2]1[N:7]=[C:6]([C:8]2[CH:17]=[CH:16][C:15]3[C:10](=[CH:11][CH:12]=[CH:13][CH:14]=3)[CH:9]=2)[CH:5]=[CH:4][N:3]=1.[C:18]([O:22][C:23]([NH:25][C@H:26]1[CH2:30][CH2:29][NH:28][CH2:27]1)=[O:24])([CH3:21])([CH3:20])[CH3:19].C(N(C(C)C)CC)(C)C.CCOC(C)=O. The catalyst is CN1CCCC1.O. The yield is 0.990. The product is [CH:9]1[C:10]2[C:15](=[CH:14][CH:13]=[CH:12][CH:11]=2)[CH:16]=[CH:17][C:8]=1[C:6]1[CH:5]=[CH:4][N:3]=[C:2]([N:28]2[CH2:29][CH2:30][C@H:26]([NH:25][C:23](=[O:24])[O:22][C:18]([CH3:20])([CH3:19])[CH3:21])[CH2:27]2)[N:7]=1.